This data is from Catalyst prediction with 721,799 reactions and 888 catalyst types from USPTO. The task is: Predict which catalyst facilitates the given reaction. Reactant: [CH2:1]([NH:8][C:9]([C@@H:11]1[CH2:16][CH2:15][C@@H:14]([NH:17][O:18][CH2:19][C:20]2[CH:25]=[CH:24][CH:23]=[CH:22][CH:21]=2)[CH2:13][NH:12]1)=[O:10])[C:2]1[CH:7]=[CH:6][CH:5]=[CH:4][CH:3]=1.C(N(CC)CC)C.[C:33](O[C:33]([O:35][C:36]([CH3:39])([CH3:38])[CH3:37])=[O:34])([O:35][C:36]([CH3:39])([CH3:38])[CH3:37])=[O:34]. Product: [CH2:1]([NH:8][C:9]([C@@H:11]1[CH2:16][CH2:15][C@@H:14]([NH:17][O:18][CH2:19][C:20]2[CH:25]=[CH:24][CH:23]=[CH:22][CH:21]=2)[CH2:13][N:12]1[C:33]([O:35][C:36]([CH3:39])([CH3:38])[CH3:37])=[O:34])=[O:10])[C:2]1[CH:3]=[CH:4][CH:5]=[CH:6][CH:7]=1. The catalyst class is: 5.